Dataset: Forward reaction prediction with 1.9M reactions from USPTO patents (1976-2016). Task: Predict the product of the given reaction. (1) Given the reactants [F:1][C:2]1[CH:3]=[C:4]([CH2:17][C:18](O)=[O:19])[CH:5]=[CH:6][C:7]=1[B:8]1[O:12][C:11]([CH3:14])([CH3:13])[C:10]([CH3:16])([CH3:15])[O:9]1.[Si:21]([O:28][CH2:29][C:30]([CH3:44])([CH3:43])[CH2:31][C:32]1[CH:38]=[CH:37][C:35]([NH2:36])=[CH:34][C:33]=1[C:39]([F:42])([F:41])[F:40])([C:24]([CH3:27])([CH3:26])[CH3:25])([CH3:23])[CH3:22].CCN(C(C)C)C(C)C.CN(C(ON1N=NC2C=CC=NC1=2)=[N+](C)C)C.F[P-](F)(F)(F)(F)F, predict the reaction product. The product is: [Si:21]([O:28][CH2:29][C:30]([CH3:44])([CH3:43])[CH2:31][C:32]1[CH:38]=[CH:37][C:35]([NH:36][C:18](=[O:19])[CH2:17][C:4]2[CH:5]=[CH:6][C:7]([B:8]3[O:12][C:11]([CH3:13])([CH3:14])[C:10]([CH3:16])([CH3:15])[O:9]3)=[C:2]([F:1])[CH:3]=2)=[CH:34][C:33]=1[C:39]([F:40])([F:41])[F:42])([C:24]([CH3:27])([CH3:26])[CH3:25])([CH3:23])[CH3:22]. (2) Given the reactants [F:1][C:2]1[CH:3]=[C:4]([CH:7]=[CH:8][C:9]=1[O:10][CH3:11])[CH:5]=[O:6].[CH2:12]([Mg]Br)[CH3:13].Cl.C(Cl)(=O)C(Cl)=O, predict the reaction product. The product is: [CH3:12][CH2:13][C:5]([C:4]1[CH:7]=[CH:8][C:9]([O:10][CH3:11])=[C:2]([F:1])[CH:3]=1)=[O:6]. (3) Given the reactants Cl[C:2]1[CH:7]=[C:6]([CH3:8])[N:5]=[C:4]([C:9]2[CH:14]=[CH:13][CH:12]=[CH:11][N:10]=2)[N:3]=1.[NH2:15][C:16]1[CH:17]=[C:18]([CH:21]=[CH:22][CH:23]=1)[C:19]#[N:20], predict the reaction product. The product is: [C:19]([C:18]1[CH:17]=[C:16]([CH:23]=[CH:22][CH:21]=1)[NH:15][C:2]1[CH:7]=[C:6]([CH3:8])[N:5]=[C:4]([C:9]2[CH:14]=[CH:13][CH:12]=[CH:11][N:10]=2)[N:3]=1)#[N:20]. (4) Given the reactants I[CH2:2][CH3:3].[F:4][C:5]1[C:10]2[NH:11][C:12](=[O:14])[O:13][C:9]=2[CH:8]=[C:7]([N+:15]([O-:17])=[O:16])[CH:6]=1.N12CCCN=C1CCCCC2, predict the reaction product. The product is: [CH2:2]([N:11]1[C:10]2[C:5]([F:4])=[CH:6][C:7]([N+:15]([O-:17])=[O:16])=[CH:8][C:9]=2[O:13][C:12]1=[O:14])[CH3:3].